Task: Regression. Given a peptide amino acid sequence and an MHC pseudo amino acid sequence, predict their binding affinity value. This is MHC class I binding data.. Dataset: Peptide-MHC class I binding affinity with 185,985 pairs from IEDB/IMGT (1) The peptide sequence is YIYIVNMFY. The MHC is HLA-B07:02 with pseudo-sequence HLA-B07:02. The binding affinity (normalized) is 0.0847. (2) The peptide sequence is FWVSGHVFI. The binding affinity (normalized) is 0.219. The MHC is H-2-Kd with pseudo-sequence H-2-Kd. (3) The peptide sequence is SPSGVYQCAM. The MHC is HLA-B51:01 with pseudo-sequence HLA-B51:01. The binding affinity (normalized) is 0.355.